Dataset: Reaction yield outcomes from USPTO patents with 853,638 reactions. Task: Predict the reaction yield, written as a fraction of the theoretical maximum amount of product (1.0 means a 100% yield; for example, 0.34 means a 34% yield). The reactants are [C:1]1([C:7]2[NH:11][CH:10]=[C:9]([CH:12]=[O:13])[CH:8]=2)[CH:6]=[CH:5][CH:4]=[CH:3][CH:2]=1.[H-].[Na+].C1OCCOCCOCCOCCOC1.[S:31]1[C:35]2[CH:36]=[C:37]([S:40](Cl)(=[O:42])=[O:41])[CH:38]=[CH:39][C:34]=2[N:33]=[CH:32]1. No catalyst specified. The product is [S:31]1[C:35]2[CH:36]=[C:37]([S:40]([N:11]3[C:7]([C:1]4[CH:6]=[CH:5][CH:4]=[CH:3][CH:2]=4)=[CH:8][C:9]([CH:12]=[O:13])=[CH:10]3)(=[O:41])=[O:42])[CH:38]=[CH:39][C:34]=2[N:33]=[CH:32]1. The yield is 0.850.